Task: Predict the product of the given reaction.. Dataset: Forward reaction prediction with 1.9M reactions from USPTO patents (1976-2016) (1) Given the reactants [CH:1]([N:4]1[CH2:9][CH2:8][CH:7]([C:10]([NH:12][OH:13])=[NH:11])[CH2:6][CH2:5]1)([CH3:3])[CH3:2].[CH2:14]([C:16]1[CH:24]=[CH:23][C:19]([C:20]([Cl:22])=O)=[CH:18][CH:17]=1)[CH3:15], predict the reaction product. The product is: [ClH:22].[CH:1]([N:4]1[CH2:9][CH2:8][CH:7]([C:10]2[N:11]=[C:20]([C:19]3[CH:23]=[CH:24][C:16]([CH2:14][CH3:15])=[CH:17][CH:18]=3)[O:13][N:12]=2)[CH2:6][CH2:5]1)([CH3:3])[CH3:2]. (2) Given the reactants [F:1][C:2]1[CH:11]=[CH:10][C:9]([C:12]([NH2:14])=[O:13])=[C:8]2[C:3]=1[CH:4]=[C:5]([N+:15]([O-:17])=[O:16])[CH2:6][O:7]2.C(O)(C)C.[BH4-].[Na+], predict the reaction product. The product is: [F:1][C:2]1[CH:11]=[CH:10][C:9]([C:12]([NH2:14])=[O:13])=[C:8]2[C:3]=1[CH2:4][CH:5]([N+:15]([O-:17])=[O:16])[CH2:6][O:7]2.